Dataset: Forward reaction prediction with 1.9M reactions from USPTO patents (1976-2016). Task: Predict the product of the given reaction. (1) Given the reactants [F:1][C:2]([F:14])([F:13])[C:3]1[CH:8]=[CH:7][C:6]([S:9](Cl)(=[O:11])=[O:10])=[CH:5][CH:4]=1.[CH:15](=[O:23])[C:16]1[C:17](=[CH:19][CH:20]=[CH:21][CH:22]=1)[OH:18].O.C(OCC)(=O)C, predict the reaction product. The product is: [F:1][C:2]([F:14])([F:13])[C:3]1[CH:8]=[CH:7][C:6]([S:9]([O:18][C:17]2[CH:19]=[CH:20][CH:21]=[CH:22][C:16]=2[CH:15]=[O:23])(=[O:11])=[O:10])=[CH:5][CH:4]=1. (2) The product is: [Si:1]([O:18][CH2:19][C:20]1[O:24][C:23]([C:25]2[CH:26]=[CH:27][CH:28]=[CH:29][CH:30]=2)=[N:22][C:21]=1[CH2:31][O:32][C:63]1[CH:62]=[CH:61][C:60]([O:59][CH2:58][C:48]2[N:49]=[C:50]([C:52]3[CH:57]=[CH:56][CH:55]=[CH:54][CH:53]=3)[O:51][C:47]=2[CH3:46])=[CH:65][CH:64]=1)([C:14]([CH3:15])([CH3:16])[CH3:17])([C:8]1[CH:9]=[CH:10][CH:11]=[CH:12][CH:13]=1)[C:2]1[CH:7]=[CH:6][CH:5]=[CH:4][CH:3]=1. Given the reactants [Si:1]([O:18][CH2:19][C:20]1[O:24][C:23]([C:25]2[CH:30]=[CH:29][CH:28]=[CH:27][CH:26]=2)=[N:22][C:21]=1[CH2:31][OH:32])([C:14]([CH3:17])([CH3:16])[CH3:15])([C:8]1[CH:13]=[CH:12][CH:11]=[CH:10][CH:9]=1)[C:2]1[CH:7]=[CH:6][CH:5]=[CH:4][CH:3]=1.C(P(CCCC)CCCC)CCC.[CH3:46][C:47]1[O:51][C:50]([C:52]2[CH:57]=[CH:56][CH:55]=[CH:54][CH:53]=2)=[N:49][C:48]=1[CH2:58][O:59][C:60]1[CH:65]=[CH:64][C:63](O)=[CH:62][CH:61]=1.N(C(N1CCCCC1)=O)=NC(N1CCCCC1)=O, predict the reaction product. (3) Given the reactants [CH2:1]([N:7]1[CH2:12][CH:11]2[CH:9]([C:10]2([CH3:24])[C:13]2[CH:18]=[CH:17][CH:16]=[C:15]([C:19]3[NH:23][CH:22]=[N:21][N:20]=3)[CH:14]=2)[C:8]1=O)[CH2:2][CH2:3][CH2:4][CH2:5][CH3:6].[H-].[Al+3].[Li+].[H-].[H-].[H-].[OH-].[Na+].C(OCC)(=O)C, predict the reaction product. The product is: [NH3:7].[CH2:1]([N:7]1[CH2:8][CH:9]2[CH:11]([C:10]2([CH3:24])[C:13]2[CH:18]=[CH:17][CH:16]=[C:15]([C:19]3[NH:23][CH:22]=[N:21][N:20]=3)[CH:14]=2)[CH2:12]1)[CH2:2][CH2:3][CH2:4][CH2:5][CH3:6]. (4) Given the reactants C([O:3][C:4](=[O:45])[C:5]1[CH:10]=[CH:9][C:8]([CH2:11][C:12]([N:14]2[CH2:18][C@@H:17]([CH2:19][C:20]([CH3:23])([CH3:22])[CH3:21])[C@@:16]([C:26]3[CH:31]=[CH:30][C:29]([Cl:32])=[CH:28][C:27]=3[F:33])([C:24]#[N:25])[C@H:15]2[C:34]2[CH:39]=[CH:38][CH:37]=[C:36]([Cl:40])[C:35]=2[F:41])=[O:13])=[CH:7][C:6]=1[O:42][CH2:43][CH3:44])C.[Li+].[OH-], predict the reaction product. The product is: [Cl:40][C:36]1[C:35]([F:41])=[C:34]([C@@H:15]2[C@:16]([C:26]3[CH:31]=[CH:30][C:29]([Cl:32])=[CH:28][C:27]=3[F:33])([C:24]#[N:25])[C@H:17]([CH2:19][C:20]([CH3:21])([CH3:22])[CH3:23])[CH2:18][N:14]2[C:12](=[O:13])[CH2:11][C:8]2[CH:9]=[CH:10][C:5]([C:4]([OH:45])=[O:3])=[C:6]([O:42][CH2:43][CH3:44])[CH:7]=2)[CH:39]=[CH:38][CH:37]=1. (5) Given the reactants [CH2:1]([O:8][C:9]1[CH:14]=[C:13]([O:15][CH2:16][C:17]2[CH:22]=[CH:21][CH:20]=[CH:19][CH:18]=2)[CH:12]=[C:11]([O:23][Si](C(C)(C)C)(C)C)[C:10]=1[CH2:31][C@@H:32]([OH:57])[C@@H:33]([C:35]1[CH:40]=[CH:39][C:38]([O:41][CH2:42][C:43]2[CH:48]=[CH:47][CH:46]=[CH:45][CH:44]=2)=[C:37]([O:49][CH2:50][C:51]2[CH:56]=[CH:55][CH:54]=[CH:53][CH:52]=2)[CH:36]=1)[OH:34])[C:2]1[CH:7]=[CH:6][CH:5]=[CH:4][CH:3]=1.C(O)(=O)C.C(OCC)(=O)C.CCCCCCC, predict the reaction product. The product is: [CH2:1]([O:8][C:9]1[CH:14]=[C:13]([O:15][CH2:16][C:17]2[CH:18]=[CH:19][CH:20]=[CH:21][CH:22]=2)[CH:12]=[C:11]([OH:23])[C:10]=1[CH2:31][C@@H:32]([OH:57])[C@@H:33]([C:35]1[CH:40]=[CH:39][C:38]([O:41][CH2:42][C:43]2[CH:48]=[CH:47][CH:46]=[CH:45][CH:44]=2)=[C:37]([O:49][CH2:50][C:51]2[CH:52]=[CH:53][CH:54]=[CH:55][CH:56]=2)[CH:36]=1)[OH:34])[C:2]1[CH:7]=[CH:6][CH:5]=[CH:4][CH:3]=1.